This data is from Full USPTO retrosynthesis dataset with 1.9M reactions from patents (1976-2016). The task is: Predict the reactants needed to synthesize the given product. (1) Given the product [Cl:35][C:32]1[CH:31]=[CH:30][C:29]([N:27]([CH3:28])[C:24]2[CH:23]=[CH:22][C:21]([C@@H:17]3[O:18][CH2:19][CH2:20][NH:15][CH2:16]3)=[CH:26][CH:25]=2)=[CH:34][CH:33]=1, predict the reactants needed to synthesize it. The reactants are: FC(F)(F)C(O)=O.C(OC([N:15]1[CH2:20][CH2:19][O:18][C@@H:17]([C:21]2[CH:26]=[CH:25][C:24]([N:27]([C:29]3[CH:34]=[CH:33][C:32]([Cl:35])=[CH:31][CH:30]=3)[CH3:28])=[CH:23][CH:22]=2)[CH2:16]1)=O)(C)(C)C.[OH-].[Na+]. (2) Given the product [CH2:1]([N:3]([CH2:14][CH3:15])[C:4]([CH:6]1[C:7]2[C:28]3[C:27](=[CH:32][CH:31]=[CH:30][C:29]=3[F:33])[N:26]([CH2:25][CH2:24][O:23][CH2:16][C:17]3[CH:22]=[CH:21][CH:20]=[CH:19][CH:18]=3)[C:8]=2[CH2:9][CH2:10][CH2:11]1)=[O:5])[CH3:2], predict the reactants needed to synthesize it. The reactants are: [CH2:1]([N:3]([CH2:14][CH3:15])[C:4]([CH:6]1[CH2:11][CH2:10][CH2:9][CH:8](Br)[C:7]1=O)=[O:5])[CH3:2].[CH2:16]([O:23][CH2:24][CH2:25][NH:26][C:27]1[CH:32]=[CH:31][CH:30]=[C:29]([F:33])[CH:28]=1)[C:17]1[CH:22]=[CH:21][CH:20]=[CH:19][CH:18]=1.